This data is from Reaction yield outcomes from USPTO patents with 853,638 reactions. The task is: Predict the reaction yield, written as a fraction of the theoretical maximum amount of product (1.0 means a 100% yield; for example, 0.34 means a 34% yield). (1) The reactants are [Cl:1][C:2]1[C:7]([F:8])=[CH:6][CH:5]=[CH:4][C:3]=1[C@:9]([NH:19][S@@:20]([C:22]([CH3:25])([CH3:24])[CH3:23])=[O:21])([CH3:18])[CH2:10][C:11](OC(C)(C)C)=[O:12].[BH4-].[Li+].CO. The catalyst is O1CCCC1. The product is [Cl:1][C:2]1[C:7]([F:8])=[CH:6][CH:5]=[CH:4][C:3]=1[C@@:9]([NH:19][S@@:20]([C:22]([CH3:25])([CH3:24])[CH3:23])=[O:21])([CH2:10][CH2:11][OH:12])[CH3:18]. The yield is 1.00. (2) The reactants are Br[CH2:2][CH2:3][O:4][C:5](=[O:7])[CH3:6].[CH2:8]([C:10]1[CH:15]=[CH:14][C:13]([C:16]([C:27]2[CH:32]=[CH:31][CH:30]=[CH:29][CH:28]=2)=[C:17]2[CH2:22][C:21]([CH3:24])([CH3:23])[CH2:20][C:19]([CH3:26])([CH3:25])[CH2:18]2)=[CH:12][C:11]=1[OH:33])C.C([O-])([O-])=O.[K+].[K+]. The catalyst is CC(C)=O. The product is [CH3:8][C:10]1[CH:15]=[CH:14][C:13]([C:16]([C:27]2[CH:32]=[CH:31][CH:30]=[CH:29][CH:28]=2)=[C:17]2[CH2:22][C:21]([CH3:23])([CH3:24])[CH2:20][C:19]([CH3:26])([CH3:25])[CH2:18]2)=[CH:12][C:11]=1[O:33][CH2:6][C:5]([O:4][CH2:3][CH3:2])=[O:7]. The yield is 0.990. (3) The reactants are [NH2:1][C:2]1[N:7]=[CH:6][C:5]([C:8]2[N:13]=[C:12]([N:14]3[CH2:18][CH:17]4[CH2:19][CH:15]3[CH2:16]4)[N:11]=[C:10]([N:20]3[CH2:25][C@@H:24]4[CH2:26][C@H:21]3[CH2:22][N:23]4C(OC(C)(C)C)=O)[CH:9]=2)=[CH:4][C:3]=1[C:34]([F:37])([F:36])[F:35].FC(F)(F)C(O)=O. The catalyst is ClCCl. The product is [CH:15]12[CH2:16][CH:17]([CH2:19]1)[CH2:18][N:14]2[C:12]1[N:13]=[C:8]([C:5]2[CH:4]=[C:3]([C:34]([F:37])([F:36])[F:35])[C:2]([NH2:1])=[N:7][CH:6]=2)[CH:9]=[C:10]([N:20]2[CH2:25][C@@H:24]3[CH2:26][C@H:21]2[CH2:22][NH:23]3)[N:11]=1. The yield is 0.750. (4) The reactants are [C:1]([NH:8][CH2:9][CH2:10][NH2:11])([O:3][C:4]([CH3:7])([CH3:6])[CH3:5])=[O:2].[F:12][C:13]([F:20])([F:19])[C:14](OCC)=[O:15]. The catalyst is C1COCC1. The product is [F:12][C:13]([F:20])([F:19])[C:14]([NH:11][CH2:10][CH2:9][NH:8][C:1](=[O:2])[O:3][C:4]([CH3:5])([CH3:6])[CH3:7])=[O:15]. The yield is 0.990. (5) The reactants are [CH3:1][C:2]1[C:7]([C:8](Cl)=[O:9])=[CH:6][N:5]=[C:4]([C:11]2[CH:16]=[CH:15][CH:14]=[CH:13][N:12]=2)[N:3]=1.[F:17][C:18]1[CH:19]=[C:20]2[C:24](=[CH:25][CH:26]=1)[N:23]([NH2:27])[CH:22]=[CH:21]2.C([O-])([O-])=O.[K+].[K+]. The catalyst is CCOC(C)=O.O. The product is [F:17][C:18]1[CH:19]=[C:20]2[C:24](=[CH:25][CH:26]=1)[N:23]([NH:27][C:8]([C:7]1[C:2]([CH3:1])=[N:3][C:4]([C:11]3[CH:16]=[CH:15][CH:14]=[CH:13][N:12]=3)=[N:5][CH:6]=1)=[O:9])[CH:22]=[CH:21]2. The yield is 0.350. (6) The product is [N:11]1([C:14]2[CH:19]=[CH:18][N:17]=[C:16]3[NH:20][CH:21]=[C:22]([NH:23][C:24](=[O:28])[CH2:25][CH2:26][CH3:27])[C:15]=23)[CH2:12][CH2:13][NH:8][CH2:9][CH2:10]1. The yield is 0.938. The catalyst is CO.Cl.[Pd]. The reactants are C([N:8]1[CH2:13][CH2:12][N:11]([C:14]2[CH:19]=[CH:18][N:17]=[C:16]3[NH:20][CH:21]=[C:22]([NH:23][C:24](=[O:28])[CH2:25][CH2:26][CH3:27])[C:15]=23)[CH2:10][CH2:9]1)C1C=CC=CC=1. (7) The reactants are [NH2:1][NH:2][C:3]([NH2:5])=[S:4].[O:6]([C:9]1[CH:14]=[CH:13][C:12]([O:15][CH3:16])=[C:11]([O:17][CH3:18])[CH:10]=1)[C:7]#N.N. The catalyst is FC(F)(F)C(O)=O. The product is [CH3:18][O:17][C:11]1[CH:10]=[C:9]([CH:14]=[CH:13][C:12]=1[O:15][CH3:16])[O:6][C:7]1[S:4][C:3]([NH2:5])=[N:2][N:1]=1. The yield is 0.0600. (8) The reactants are [F:1][C:2]1[CH:7]=[CH:6][C:5]([C:8]2[O:9][CH:10]=[C:11]([C:13](=[O:15])[CH3:14])[N:12]=2)=[CH:4][CH:3]=1.OP([O-])(O)=O.[K+].[C-:22]#[N:23].[K+]. The catalyst is CN(C=O)C.O.O. The product is [F:1][C:2]1[CH:3]=[CH:4][C:5]([C:8]2[O:9][CH:10]=[C:11]([CH:13]([OH:15])[CH2:14][C:22]#[N:23])[N:12]=2)=[CH:6][CH:7]=1. The yield is 0.210. (9) The reactants are Br[C:2]1[C:10]2[O:9][CH2:8][CH:7]([C:11]3[CH:16]=[CH:15][C:14]([CH:17]([CH3:19])[CH3:18])=[CH:13][CH:12]=3)[C:6]=2[C:5]([CH3:20])=[C:4]([NH:21][C:22](=[O:28])[CH2:23][C:24]([CH3:27])([CH3:26])[CH3:25])[C:3]=1[CH3:29].[C:30](OCC)(=[O:32])C.Cl. The catalyst is [Cu]Br.C[O-].[Na+].CO. The product is [CH:17]([C:14]1[CH:13]=[CH:12][C:11]([CH:7]2[C:6]3[C:5]([CH3:20])=[C:4]([NH:21][C:22](=[O:28])[CH2:23][C:24]([CH3:26])([CH3:25])[CH3:27])[C:3]([CH3:29])=[C:2]([O:32][CH3:30])[C:10]=3[O:9][CH2:8]2)=[CH:16][CH:15]=1)([CH3:18])[CH3:19]. The yield is 0.580.